This data is from Forward reaction prediction with 1.9M reactions from USPTO patents (1976-2016). The task is: Predict the product of the given reaction. The product is: [CH2:23]([O:26][N:27]=[C:1]([C:4]1[CH:9]=[CH:8][C:7]([C:10]([F:11])([F:13])[F:12])=[CH:6][C:5]=1[NH:14][S:15]([C:18]([F:21])([F:19])[F:20])(=[O:17])=[O:16])[CH3:2])[CH:24]=[CH2:25]. Given the reactants [C:1]([C:4]1[CH:9]=[CH:8][C:7]([C:10]([F:13])([F:12])[F:11])=[CH:6][C:5]=1[NH:14][S:15]([C:18]([F:21])([F:20])[F:19])(=[O:17])=[O:16])(=O)[CH3:2].Cl.[CH2:23]([O:26][NH2:27])[CH:24]=[CH2:25].CC([O-])=O.[Na+], predict the reaction product.